From a dataset of CYP2D6 inhibition data for predicting drug metabolism from PubChem BioAssay. Regression/Classification. Given a drug SMILES string, predict its absorption, distribution, metabolism, or excretion properties. Task type varies by dataset: regression for continuous measurements (e.g., permeability, clearance, half-life) or binary classification for categorical outcomes (e.g., BBB penetration, CYP inhibition). Dataset: cyp2d6_veith. (1) The molecule is Cc1cc(C)c(C#N)c(SCC(=O)c2ccc(Cl)cc2Cl)n1. The result is 0 (non-inhibitor). (2) The molecule is O=S(=O)(c1ccccc1)N1CCC2(CC1)CN(c1ccncc1)C2. The result is 0 (non-inhibitor). (3) The molecule is CC[C@]1(C2=NCCN2)Cc2ccccc2O1. The result is 1 (inhibitor). (4) The molecule is Cc1cccn2c(=O)c3cc(C(=O)N4COCC4(C)C)n(C)c3nc12. The result is 0 (non-inhibitor). (5) The molecule is COc1ccc(-c2nc3cnc(Nc4cccc(OC)c4)nc3n(CCC#N)c2=O)cc1. The result is 0 (non-inhibitor). (6) The compound is O=C(Nc1ccc(Cl)cc1)OCc1cc(-c2ccccc2Cl)on1. The result is 0 (non-inhibitor). (7) The drug is COn1c(SCc2ccc(Cl)cc2)nc2ccccc2c1=O. The result is 1 (inhibitor).